This data is from Catalyst prediction with 721,799 reactions and 888 catalyst types from USPTO. The task is: Predict which catalyst facilitates the given reaction. (1) Reactant: [Cl:1][CH2:2][CH2:3][CH2:4][O:5][C:6]1[CH:15]=[C:14]2[C:9]([C:10]([NH:16][C:17]3[CH:18]=[C:19]([S:26]([NH:29][CH3:30])(=[O:28])=[O:27])[CH:20]=[CH:21][C:22]=3[N:23]([CH3:25])[CH3:24])=[N:11][CH:12]=[N:13]2)=[CH:8][CH:7]=1.[NH:31]1[CH2:36][CH2:35][O:34][CH2:33][CH2:32]1. Product: [ClH:1].[CH3:24][N:23]([CH3:25])[C:22]1[CH:21]=[CH:20][C:19]([S:26]([NH:29][CH3:30])(=[O:28])=[O:27])=[CH:18][C:17]=1[NH:16][C:10]1[C:9]2[C:14](=[CH:15][C:6]([O:5][CH2:4][CH2:3][CH2:2][N:31]3[CH2:36][CH2:35][O:34][CH2:33][CH2:32]3)=[CH:7][CH:8]=2)[N:13]=[CH:12][N:11]=1. The catalyst class is: 5. (2) Reactant: [Cl:1][C:2]1[S:6][C:5]([C:7]2[N:8]=[C:9]([CH2:12]O)[S:10][CH:11]=2)=[CH:4][CH:3]=1.O1CCCC1.C1C=CC(P([N:33]=[N+:34]=[N-:35])(C2C=CC=CC=2)=O)=CC=1.C1CCN2C(=NCCC2)CC1. Product: [N:33]([CH2:12][C:9]1[S:10][CH:11]=[C:7]([C:5]2[S:6][C:2]([Cl:1])=[CH:3][CH:4]=2)[N:8]=1)=[N+:34]=[N-:35]. The catalyst class is: 13. (3) Reactant: [CH3:1][CH:2]([CH3:20])[CH2:3][CH2:4][NH:5][C:6]([C:8]1[N:9]=[N:10][C:11]([N:14]2[CH2:19][CH2:18][NH:17][CH2:16][CH2:15]2)=[CH:12][CH:13]=1)=[O:7].[F:21][C:22]([F:32])([F:31])[C:23]1[CH:30]=[CH:29][CH:28]=[CH:27][C:24]=1[CH2:25]Cl.N12CCCN=C1CCCCC2. Product: [CH3:1][CH:2]([CH3:20])[CH2:3][CH2:4][NH:5][C:6]([C:8]1[N:9]=[N:10][C:11]([N:14]2[CH2:19][CH2:18][N:17]([CH2:25][C:24]3[CH:27]=[CH:28][CH:29]=[CH:30][C:23]=3[C:22]([F:21])([F:31])[F:32])[CH2:16][CH2:15]2)=[CH:12][CH:13]=1)=[O:7]. The catalyst class is: 25. (4) Reactant: [NH2:1][C:2]1[C:7]([C:8]([C:10]2[CH:15]=[CH:14][C:13]([F:16])=[CH:12][CH:11]=2)=[O:9])=[CH:6][CH:5]=[CH:4][N:3]=1.[C:17]([O:21][C:22]([NH:24][CH:25]([C:29]1[S:30][CH:31]=[CH:32][CH:33]=1)[C:26](O)=[O:27])=[O:23])([CH3:20])([CH3:19])[CH3:18].C1CCC(N=C=NC2CCCCC2)CC1. Product: [F:16][C:13]1[CH:12]=[CH:11][C:10]([C:8]([C:7]2[C:2]([NH:1][C:26](=[O:27])[CH:25]([NH:24][C:22](=[O:23])[O:21][C:17]([CH3:18])([CH3:20])[CH3:19])[C:29]3[S:30][CH:31]=[CH:32][CH:33]=3)=[N:3][CH:4]=[CH:5][CH:6]=2)=[O:9])=[CH:15][CH:14]=1. The catalyst class is: 4. (5) Reactant: [F:1][C:2]1[CH:3]=[C:4]([NH:12][C:13]([CH3:18])([CH3:17])[C:14]([OH:16])=O)[CH:5]=[CH:6][C:7]=1[C:8](=[O:11])[NH:9][CH3:10].CCN=C=NCCCN(C)C.Cl.[NH2:31][C:32]1[CH:39]=[CH:38][C:35]([C:36]#[N:37])=[C:34]([C:40]([F:43])([F:42])[F:41])[CH:33]=1.O. Product: [C:36]([C:35]1[CH:38]=[CH:39][C:32]([NH:31][C:14]([C:13]([NH:12][C:4]2[CH:5]=[CH:6][C:7]([C:8]([NH:9][CH3:10])=[O:11])=[C:2]([F:1])[CH:3]=2)([CH3:18])[CH3:17])=[O:16])=[CH:33][C:34]=1[C:40]([F:41])([F:42])[F:43])#[N:37]. The catalyst class is: 2.